From a dataset of CYP2C19 inhibition data for predicting drug metabolism from PubChem BioAssay. Regression/Classification. Given a drug SMILES string, predict its absorption, distribution, metabolism, or excretion properties. Task type varies by dataset: regression for continuous measurements (e.g., permeability, clearance, half-life) or binary classification for categorical outcomes (e.g., BBB penetration, CYP inhibition). Dataset: cyp2c19_veith. (1) The compound is O=C(NC1CCCC1)C1CC(c2ccc(F)cc2)=NO1. The result is 1 (inhibitor). (2) The drug is C[C@H](CO)NC(=O)[C@H]1C[C@@H]1[C@H](NP(=O)(c1ccccc1)c1ccccc1)c1ccccc1. The result is 0 (non-inhibitor). (3) The molecule is Cc1ccc(OCC(=O)Nc2ccc(Cl)cc2)c(-n2nc3ccccc3n2)c1. The result is 1 (inhibitor). (4) The molecule is CN(Cc1cnc2nc(N)nc(N)c2n1)c1ccc(C(=O)N[C@H](CCC(=O)O)C(=O)O)cc1. The result is 0 (non-inhibitor). (5) The drug is Cc1nc2cnc(N3CCN(C)CC3)nc2n(C[C@H]2CCCO2)c1=O. The result is 0 (non-inhibitor). (6) The drug is CCC/C=C(\CCC)C(NC(=O)CCc1ccccc1)c1ccc(C(F)(F)F)cc1. The result is 1 (inhibitor). (7) The drug is Cc1cnc(CNc2nc(-c3cccnc3)nc3ccccc23)cn1. The result is 0 (non-inhibitor). (8) The drug is COc1ccc(-n2c(-c3ccccc3)nc(=S)c3c2CCCC3)cc1. The result is 0 (non-inhibitor). (9) The compound is COc1ccc(/C=N/NC(=O)c2ccn[nH]2)cc1COc1ccc(Cl)cc1. The result is 1 (inhibitor). (10) The molecule is N[C@H](CCl)C(=O)O. The result is 0 (non-inhibitor).